This data is from Full USPTO retrosynthesis dataset with 1.9M reactions from patents (1976-2016). The task is: Predict the reactants needed to synthesize the given product. Given the product [N+:1]([C:4]1[CH:9]=[C:8]([N+:10]([O-:12])=[O:11])[CH:7]=[CH:6][C:5]=1[NH:13][CH2:14][CH2:15][CH2:16][CH2:17][CH2:18][CH2:19][CH2:20][CH2:21][NH:22][C:23]([CH:25]1[CH2:44][CH:42]([OH:43])[CH:41]([OH:34])[CH2:29]1)=[O:24])([O-:3])=[O:2], predict the reactants needed to synthesize it. The reactants are: [N+:1]([C:4]1[CH:9]=[C:8]([N+:10]([O-:12])=[O:11])[CH:7]=[CH:6][C:5]=1[NH:13][CH2:14][CH2:15][CH2:16][CH2:17][CH2:18][CH2:19][CH2:20][CH2:21][NH:22][C:23]([CH:25]1[CH2:29]C=CC1)=[O:24])([O-:3])=[O:2].C[N+]1([O-])CC[O:34]CC1.C(#N)C.[CH3:41][C:42]([CH3:44])=[O:43].O.